This data is from Blood-brain barrier permeability classification from the B3DB database. The task is: Regression/Classification. Given a drug SMILES string, predict its absorption, distribution, metabolism, or excretion properties. Task type varies by dataset: regression for continuous measurements (e.g., permeability, clearance, half-life) or binary classification for categorical outcomes (e.g., BBB penetration, CYP inhibition). Dataset: b3db_classification. (1) The drug is CC1(C)S[C@@H]2[C@H](NC(=O)[C@@H](NC(=O)N3CCN(S(C)(=O)=O)C3=O)c3ccccc3)C(=O)N2[C@H]1C(=O)O. The result is 0 (does not penetrate BBB). (2) The drug is CN(N=O)C(=O)N[C@H]1[C@@H](O)O[C@H](CO)[C@@H](O)[C@@H]1O. The result is 0 (does not penetrate BBB). (3) The drug is CC(C)CCNC[C@@H]1COc2ccccc2O1. The result is 1 (penetrates BBB). (4) The drug is CC[C@]1(O)C[C@@H]2CN(CCc3c([nH]c4ccccc34)[C@@](C(=O)OC)(c3cc4c(cc3OC)N(C)[C@H]3[C@@](O)(C(=O)OC)[C@H](OC(C)=O)[C@]5(CC)C=CCN6CC[C@]43[C@@H]65)C2)C1. The result is 1 (penetrates BBB). (5) The molecule is COc1cccc2c1C(=O)c1c(O)c3c(c(O)c1C2=O)C[C@@](O)(/C(C)=N/NC(=O)c1ccccc1)C[C@@H]3O[C@H]1C[C@H](N)[C@H](O)[C@H](C)O1. The result is 0 (does not penetrate BBB). (6) The molecule is C[C@@H]1[C@@H]2Cc3ccc(O)cc3C1(C)CCN2CCc1ccccc1. The result is 1 (penetrates BBB). (7) The drug is COC[C@@H]1CN(c2ccc(OCC[C@H](O)C(F)(F)F)cc2)C(=O)O1. The result is 1 (penetrates BBB). (8) The drug is CCN(CC)C(=O)[C@H]1[C@@H]2C=C[C@H](C2)[C@H]1C(=O)N(CC)CC. The result is 1 (penetrates BBB). (9) The molecule is CON=C(C(=O)NC1C(=O)N2C(C(=O)O)=C(C=CSc3n[nH]c(=O)c(=O)n3CC=O)CSC12)c1csc(N)n1. The result is 0 (does not penetrate BBB). (10) The compound is CC1(C)O[C@@H]2C[C@H]3[C@@H]4CCC5=CC(=O)C=C[C@]5(C)[C@@]4(F)[C@@H](O)C[C@]3(C)[C@]2(C(=O)CO)O1. The result is 1 (penetrates BBB).